This data is from Reaction yield outcomes from USPTO patents with 853,638 reactions. The task is: Predict the reaction yield, written as a fraction of the theoretical maximum amount of product (1.0 means a 100% yield; for example, 0.34 means a 34% yield). The reactants are Cl.[CH2:2]([C:4]1[N:8]([C:9]2[N:17]=[C:16]3[C:12]([N:13]=[C:14]([CH:19]4[CH2:24][CH2:23][NH:22][CH2:21][CH2:20]4)[N:15]3[CH3:18])=[C:11]([N:25]3[CH2:30][CH2:29][O:28][CH2:27][CH2:26]3)[N:10]=2)[C:7]2[CH:31]=[CH:32][CH:33]=[CH:34][C:6]=2[N:5]=1)[CH3:3].Br[CH2:36][C:37]([NH2:39])=[O:38].[I-].[Na+].C([O-])([O-])=O.[K+].[K+]. The catalyst is CC#N.CCOC(C)=O. The product is [CH2:2]([C:4]1[N:8]([C:9]2[N:17]=[C:16]3[C:12]([N:13]=[C:14]([CH:19]4[CH2:20][CH2:21][N:22]([CH2:36][C:37]([NH2:39])=[O:38])[CH2:23][CH2:24]4)[N:15]3[CH3:18])=[C:11]([N:25]3[CH2:26][CH2:27][O:28][CH2:29][CH2:30]3)[N:10]=2)[C:7]2[CH:31]=[CH:32][CH:33]=[CH:34][C:6]=2[N:5]=1)[CH3:3]. The yield is 0.760.